This data is from Full USPTO retrosynthesis dataset with 1.9M reactions from patents (1976-2016). The task is: Predict the reactants needed to synthesize the given product. (1) Given the product [F:32][CH:2]([F:1])[C:3]1[N:7]([C:8]2[N:13]=[C:12]([N:14]3[CH2:15][CH2:16][O:17][CH2:18][CH2:19]3)[N:11]=[C:10]([N:20]3[CH2:25][CH2:24][N:23]([S:42]([C:41]([F:54])([F:53])[F:40])(=[O:44])=[O:43])[CH2:22][CH2:21]3)[N:9]=2)[C:6]2[CH:26]=[CH:27][CH:28]=[C:29]([O:30][CH3:31])[C:5]=2[N:4]=1, predict the reactants needed to synthesize it. The reactants are: [F:1][CH:2]([F:32])[C:3]1[N:7]([C:8]2[N:13]=[C:12]([N:14]3[CH2:19][CH2:18][O:17][CH2:16][CH2:15]3)[N:11]=[C:10]([N:20]3[CH2:25][CH2:24][NH:23][CH2:22][CH2:21]3)[N:9]=2)[C:6]2[CH:26]=[CH:27][CH:28]=[C:29]([O:30][CH3:31])[C:5]=2[N:4]=1.CCN(CC)CC.[F:40][C:41]([F:54])([F:53])[S:42](O[S:42]([C:41]([F:54])([F:53])[F:40])(=[O:44])=[O:43])(=[O:44])=[O:43].O. (2) Given the product [Br:1][C:2]1[CH:10]=[CH:9][C:5]([C:6]([NH:12][NH2:13])=[O:7])=[CH:4][CH:3]=1, predict the reactants needed to synthesize it. The reactants are: [Br:1][C:2]1[CH:10]=[CH:9][C:5]([C:6](O)=[O:7])=[CH:4][CH:3]=1.O.[NH2:12][NH2:13]. (3) Given the product [ClH:1].[Cl:14][C:10]1[CH:9]=[C:8]([C:6]2[N:5]=[C:4]3[CH2:15][CH2:16][CH2:17][C:3]3=[C:2]([NH:28][C:27]3[CH:26]=[CH:25][C:24]([CH2:23][C:19]4[O:18][CH:22]=[CH:21][N:20]=4)=[CH:30][CH:29]=3)[CH:7]=2)[CH:13]=[CH:12][CH:11]=1, predict the reactants needed to synthesize it. The reactants are: [Cl:1][C:2]1[CH:7]=[C:6]([C:8]2[CH:13]=[CH:12][CH:11]=[C:10]([Cl:14])[CH:9]=2)[N:5]=[C:4]2[CH2:15][CH2:16][CH2:17][C:3]=12.[O:18]1[CH:22]=[CH:21][N:20]=[C:19]1[CH2:23][C:24]1[CH:30]=[CH:29][C:27]([NH2:28])=[CH:26][CH:25]=1.